This data is from Forward reaction prediction with 1.9M reactions from USPTO patents (1976-2016). The task is: Predict the product of the given reaction. Given the reactants [Br:1][C:2]1[C:7]([OH:8])=[C:6]([O:9][CH3:10])[C:5]([O:11][CH:12]([F:14])[F:13])=[CH:4][CH:3]=1.C(=O)([O-])[O-].[K+].[K+].[CH2:21](Br)[CH:22]([CH3:24])[CH3:23], predict the reaction product. The product is: [Br:1][C:2]1[CH:3]=[CH:4][C:5]([O:11][CH:12]([F:13])[F:14])=[C:6]([O:9][CH3:10])[C:7]=1[O:8][CH2:21][CH:22]([CH3:24])[CH3:23].